Dataset: Reaction yield outcomes from USPTO patents with 853,638 reactions. Task: Predict the reaction yield, written as a fraction of the theoretical maximum amount of product (1.0 means a 100% yield; for example, 0.34 means a 34% yield). (1) The reactants are CS[C:3]1[N:8]=[C:7]([N:9]2[C:13]3[CH:14]=[CH:15][CH:16]=[CH:17][C:12]=3[N:11]=[N:10]2)[CH:6]=[CH:5][N:4]=1.[CH:18]1C=C(Cl)C=C(C(OO)=O)C=1.[S:29]([O-:33])([O-])(=[O:31])=S.[Na+].[Na+]. The catalyst is C(Cl)(Cl)Cl. The product is [CH3:18][S:29]([C:3]1[N:8]=[C:7]([N:9]2[C:13]3[CH:14]=[CH:15][CH:16]=[CH:17][C:12]=3[N:11]=[N:10]2)[CH:6]=[CH:5][N:4]=1)(=[O:33])=[O:31]. The yield is 0.680. (2) The reactants are [CH3:1][C:2]1[CH:10]=[CH:9][CH:8]=[C:7]2[C:3]=1[CH2:4][C:5](=[O:11])[NH:6]2.[I:12]N1C(=O)CCC1=O. The catalyst is C(O)(=O)C.O. The product is [I:12][C:10]1[C:2]([CH3:1])=[C:3]2[C:7](=[CH:8][CH:9]=1)[NH:6][C:5](=[O:11])[CH2:4]2. The yield is 0.880. (3) The reactants are [Cl:1][C:2]1[CH:16]=[CH:15][C:5]([O:6][CH2:7][CH:8]2[CH2:13][CH2:12][N:11]([CH3:14])[CH2:10][CH2:9]2)=[C:4](I)[CH:3]=1.[Br:18][C:19]1[C:20]([NH2:26])=[N:21][CH:22]=[C:23]([CH3:25])[CH:24]=1. The catalyst is CCOC(C)=O.C1C=CC(/C=C/C(/C=C/C2C=CC=CC=2)=O)=CC=1.C1C=CC(/C=C/C(/C=C/C2C=CC=CC=2)=O)=CC=1.C1C=CC(/C=C/C(/C=C/C2C=CC=CC=2)=O)=CC=1.[Pd].[Pd].CC1(C)C2C(=C(P(C3C=CC=CC=3)C3C=CC=CC=3)C=CC=2)OC2C(P(C3C=CC=CC=3)C3C=CC=CC=3)=CC=CC1=2. The product is [Br:18][C:19]1[C:20]([NH:26][C:4]2[CH:3]=[C:2]([Cl:1])[CH:16]=[CH:15][C:5]=2[O:6][CH2:7][CH:8]2[CH2:13][CH2:12][N:11]([CH3:14])[CH2:10][CH2:9]2)=[N:21][CH:22]=[C:23]([CH3:25])[CH:24]=1. The yield is 0.800. (4) The reactants are [K].[CH3:2][CH:3]([CH3:5])[O-:4].[K+].Br[C:8]1[CH:9]=[N:10][CH:11]=[C:12]([Br:14])[CH:13]=1. The catalyst is CC(O)C.[Cu]. The product is [Br:14][C:12]1[CH:13]=[C:8]([O:4][CH:3]([CH3:5])[CH3:2])[CH:9]=[N:10][CH:11]=1. The yield is 0.712. (5) The reactants are Br[CH2:2][C:3]([C:5]1[CH:10]=[CH:9][CH:8]=[C:7]([O:11][CH3:12])[CH:6]=1)=[O:4].C1SC(=O)[NH:16][C:14]1=[O:15].C([O-])([O-])=O.[K+].[K+].O.[OH-].[Li+].C(O)(=O)C. The catalyst is CN(C=O)C.O.C1COCC1. The product is [CH3:12][O:11][C:7]1[CH:6]=[C:5]([C:3]2[O:4][C:14](=[O:15])[NH:16][CH:2]=2)[CH:10]=[CH:9][CH:8]=1. The yield is 0.720. (6) The reactants are [S:1]1[CH:5]=[CH:4][C:3]2=[CH:6][C:7]3[S:8][CH:9]=[CH:10][C:11]=3[CH:12]=[C:2]12.C([Li])(C)(C)C.[CH3:18][Sn:19](Cl)([CH3:21])[CH3:20]. The catalyst is O1CCCC1. The product is [CH3:18][Sn:19]([CH3:21])([CH3:20])[C:5]1[S:1][C:2]2=[CH:12][C:11]3[CH:10]=[C:9]([Sn:19]([CH3:21])([CH3:20])[CH3:18])[S:8][C:7]=3[CH:6]=[C:3]2[CH:4]=1. The yield is 0.880. (7) The reactants are C1(P([C:24]2[CH:29]=CC=CC=2)CCCP(C2C=CC=CC=2)C2C=CC=CC=2)C=CC=CC=1.[F:30][C:31]1[CH:36]=[C:35](I)[C:34]([CH3:38])=[CH:33][N:32]=1.C(OC([N:44]1[CH2:49][CH2:48][CH2:47][CH2:46][CH2:45]1)=O)C.[C:50](=O)([O-:52])[O-:51].[Cs+].[Cs+]. The catalyst is CN(C=O)C.C([O-])(=O)C.[Pd+2].C([O-])(=O)C. The product is [F:30][C:31]1[CH:36]=[C:35]([N:44]2[CH2:45][CH2:46][CH:47]([C:50]([O:52][CH2:29][CH3:24])=[O:51])[CH2:48][CH2:49]2)[C:34]([CH3:38])=[CH:33][N:32]=1. The yield is 0.540.